This data is from Reaction yield outcomes from USPTO patents with 853,638 reactions. The task is: Predict the reaction yield, written as a fraction of the theoretical maximum amount of product (1.0 means a 100% yield; for example, 0.34 means a 34% yield). (1) The reactants are Br[C:2]1[CH:19]=[C:18]2[C:5]([CH2:6][C:7]3([C:11]42[N:15]=[C:14]([NH2:16])[C:13]([CH3:17])=[N:12]4)[CH2:10][CH2:9][CH2:8]3)=[CH:4][CH:3]=1.[CH3:20][C:21]([CH3:25])([CH3:24])[C:22]#[CH:23].C(N(CC)CC)C. The catalyst is CN(C=O)C.C1C=CC([P]([Pd]([P](C2C=CC=CC=2)(C2C=CC=CC=2)C2C=CC=CC=2)([P](C2C=CC=CC=2)(C2C=CC=CC=2)C2C=CC=CC=2)[P](C2C=CC=CC=2)(C2C=CC=CC=2)C2C=CC=CC=2)(C2C=CC=CC=2)C2C=CC=CC=2)=CC=1. The product is [CH3:20][C:21]([CH3:25])([CH3:24])[C:22]#[C:23][C:2]1[CH:19]=[C:18]2[C:5]([CH2:6][C:7]3([C:11]42[N:15]=[C:14]([NH2:16])[C:13]([CH3:17])=[N:12]4)[CH2:10][CH2:9][CH2:8]3)=[CH:4][CH:3]=1. The yield is 0.380. (2) The reactants are [NH2:1][C:2]1[C:3]([OH:18])=[C:4]([C:9]2[CH:14]=[CH:13][CH:12]=[C:11]([C:15]([OH:17])=[O:16])[CH:10]=2)[CH:5]=[C:6]([F:8])[CH:7]=1.[N:19]([O-])=O.[Na+].[CH2:23]1[C:31]2[C:26](=[CH:27][C:28]([N:32]3[C:36](=[O:37])[CH2:35][C:34]([CH3:38])=[N:33]3)=[CH:29][CH:30]=2)[CH2:25][CH2:24]1.C(=O)(O)[O-].[Na+]. The catalyst is Cl.C(O)C. The product is [F:8][C:6]1[CH:7]=[C:2]([NH:1][N:19]=[C:35]2[C:36](=[O:37])[N:32]([C:28]3[CH:27]=[C:26]4[C:31](=[CH:30][CH:29]=3)[CH2:23][CH2:24][CH2:25]4)[N:33]=[C:34]2[CH3:38])[C:3]([OH:18])=[C:4]([C:9]2[CH:14]=[CH:13][CH:12]=[C:11]([C:15]([OH:17])=[O:16])[CH:10]=2)[CH:5]=1. The yield is 0.141.